Dataset: Catalyst prediction with 721,799 reactions and 888 catalyst types from USPTO. Task: Predict which catalyst facilitates the given reaction. (1) Reactant: C[O:2][C:3]([C@@H:5]1[CH2:9][C@@H:8]([S:10]([C:13]2[CH:18]=[CH:17][C:16]([F:19])=[CH:15][C:14]=2[C:20]([F:23])([F:22])[F:21])(=[O:12])=[O:11])[CH2:7][N:6]1[C:24]1[N:25]([CH:30]2[CH2:33][CH2:32][CH2:31]2)[N:26]=[C:27]([CH3:29])[CH:28]=1)=[O:4].[OH-].[Li+]. Product: [CH:30]1([N:25]2[C:24]([N:6]3[CH2:7][C@H:8]([S:10]([C:13]4[CH:18]=[CH:17][C:16]([F:19])=[CH:15][C:14]=4[C:20]([F:21])([F:22])[F:23])(=[O:11])=[O:12])[CH2:9][C@H:5]3[C:3]([OH:4])=[O:2])=[CH:28][C:27]([CH3:29])=[N:26]2)[CH2:31][CH2:32][CH2:33]1. The catalyst class is: 5. (2) Reactant: [OH:1][C:2]1[CH:11]=[CH:10][C:9]2[N:8]=[C:7]([NH:12][CH2:13][C:14]3[CH:19]=[CH:18][CH:17]=[CH:16][CH:15]=3)[C:6]([C:20]3[CH:25]=[CH:24][CH:23]=[CH:22][CH:21]=3)=[N:5][C:4]=2[C:3]=1C(O)=O.Cl.[CH2:30]([NH:32][CH2:33][C:34]([OH:36])=[O:35])C.C(N([CH2:42][CH3:43])CC)C.C1CN([P+]([O:60]N2N=NC3C=CC=CC2=3)(N2CCCC2)N2CCCC2)CC1.F[P-](F)(F)(F)(F)F. Product: [OH:1][C:2]1[C:3]([C:30]([NH:32][CH2:33][C:34]([O:36][CH2:42][CH3:43])=[O:35])=[O:60])=[C:4]2[C:9](=[CH:10][CH:11]=1)[N:8]=[C:7]([NH:12][CH2:13][C:14]1[CH:19]=[CH:18][CH:17]=[CH:16][CH:15]=1)[C:6]([C:20]1[CH:25]=[CH:24][CH:23]=[CH:22][CH:21]=1)=[N:5]2. The catalyst class is: 9. (3) Reactant: [Cl:1][C:2]1[C:3]2[NH:10][CH:9]=[CH:8][C:4]=2[N:5]=[CH:6][N:7]=1.Cl[CH2:12][CH2:13][S:14][CH3:15].C(=O)([O-])[O-].[Cs+].[Cs+].CN(C)C=O. Product: [Cl:1][C:2]1[C:3]2[N:10]([CH2:12][CH2:13][S:14][CH3:15])[CH:9]=[CH:8][C:4]=2[N:5]=[CH:6][N:7]=1. The catalyst class is: 6.